Dataset: Reaction yield outcomes from USPTO patents with 853,638 reactions. Task: Predict the reaction yield, written as a fraction of the theoretical maximum amount of product (1.0 means a 100% yield; for example, 0.34 means a 34% yield). (1) The reactants are [CH2:1]([N:8]1[CH2:17][CH2:16][C:15]2[N:14]=[C:13](Cl)[CH:12]=[CH:11][C:10]=2[CH2:9]1)[C:2]1[CH:7]=[CH:6][CH:5]=[CH:4][CH:3]=1.Cl.[CH3:20][NH:21][CH3:22].CC(C1C=C(C(C)C)C(C2C=CC=CC=2P(C2CCCCC2)C2CCCCC2)=C(C(C)C)C=1)C.CC(C)([O-])C.[Na+]. The catalyst is C1C=CC(/C=C/C(/C=C/C2C=CC=CC=2)=O)=CC=1.C1C=CC(/C=C/C(/C=C/C2C=CC=CC=2)=O)=CC=1.C1C=CC(/C=C/C(/C=C/C2C=CC=CC=2)=O)=CC=1.[Pd].[Pd].O.C1(C)C=CC=CC=1. The product is [CH2:1]([N:8]1[CH2:17][CH2:16][C:15]2[N:14]=[C:13]([N:21]([CH3:22])[CH3:20])[CH:12]=[CH:11][C:10]=2[CH2:9]1)[C:2]1[CH:7]=[CH:6][CH:5]=[CH:4][CH:3]=1. The yield is 0.960. (2) The reactants are [C:1]([O:5][C:6]([N:8]1[C@H:13]([CH3:14])[CH2:12][N:11](C(OCC2C=CC=CC=2)=O)[C@@H:10]([CH2:25][O:26][CH3:27])[CH2:9]1)=[O:7])([CH3:4])([CH3:3])[CH3:2]. The catalyst is [Pd].CO. The product is [C:1]([O:5][C:6]([N:8]1[CH2:9][C@H:10]([CH2:25][O:26][CH3:27])[NH:11][CH2:12][C@H:13]1[CH3:14])=[O:7])([CH3:4])([CH3:3])[CH3:2]. The yield is 0.990. (3) The reactants are [NH2:1][CH:2]([CH3:13])[C:3]([N:5]1[CH2:10][CH2:9][S:8](=[O:12])(=[O:11])[CH2:7][CH2:6]1)=O. The catalyst is C1COCC1. The product is [O:12]=[S:8]1(=[O:11])[CH2:9][CH2:10][N:5]([CH2:3][C@@H:2]([NH2:1])[CH3:13])[CH2:6][CH2:7]1. The yield is 0.900. (4) The reactants are [S:1]1[CH2:5][CH2:4][CH:3]([CH2:6][CH2:7][CH2:8][CH2:9][C:10]([OH:12])=O)[S:2]1.[CH3:13][C:14]1[N:15]=[C:16]([NH2:25])[S:17][C:18]=1[CH2:19][CH2:20][O:21][N+:22]([O-:24])=[O:23]. No catalyst specified. The product is [CH3:13][C:14]1[N:15]=[C:16]([NH:25][C:10](=[O:12])[CH2:9][CH2:8][CH2:7][CH2:6][CH:3]2[CH2:4][CH2:5][S:1][S:2]2)[S:17][C:18]=1[CH2:19][CH2:20][O:21][N+:22]([O-:24])=[O:23]. The yield is 0.510.